From a dataset of Forward reaction prediction with 1.9M reactions from USPTO patents (1976-2016). Predict the product of the given reaction. (1) Given the reactants C[O:2][C:3](=[O:19])[CH:4]([S:13][CH:14]1[CH2:18][CH2:17][CH2:16][CH2:15]1)[C:5]1[CH:10]=[CH:9][C:8]([Cl:11])=[C:7]([Cl:12])[CH:6]=1.[OH-].[K+], predict the reaction product. The product is: [CH:14]1([S:13][CH:4]([C:5]2[CH:10]=[CH:9][C:8]([Cl:11])=[C:7]([Cl:12])[CH:6]=2)[C:3]([OH:19])=[O:2])[CH2:18][CH2:17][CH2:16][CH2:15]1. (2) Given the reactants [NH2:1][C:2]1[N:3]=[C:4]2[CH:9]=[CH:8][C:7]([C:10]3[N:14]([CH:15]4[CH2:20][CH2:19][N:18]([C:21]([O:23][C:24]([CH3:27])([CH3:26])[CH3:25])=[O:22])[CH2:17][CH2:16]4)[CH:13]=[N:12][C:11]=3[C:28]3[CH:33]=[CH:32][C:31]([F:34])=[CH:30][CH:29]=3)=[N:6][N:5]2[CH:35]=1.F[C:37]1C=CC(C2N=C(C)N(C3CCNCC3)C=2C2C=CC3N(C=C(N)N=3)N=2)=CC=1.CC(OC(OC(OC(C)(C)C)=O)=O)(C)C, predict the reaction product. The product is: [NH2:1][C:2]1[N:3]=[C:4]2[CH:9]=[CH:8][C:7]([C:10]3[N:14]([CH:15]4[CH2:16][CH2:17][N:18]([C:21]([O:23][C:24]([CH3:27])([CH3:26])[CH3:25])=[O:22])[CH2:19][CH2:20]4)[C:13]([CH3:37])=[N:12][C:11]=3[C:28]3[CH:29]=[CH:30][C:31]([F:34])=[CH:32][CH:33]=3)=[N:6][N:5]2[CH:35]=1. (3) Given the reactants [Cl:1][C:2]1[CH:28]=[C:27]([N+:29]([O-:31])=[O:30])[CH:26]=[CH:25][C:3]=1[C:4]([NH:6][CH2:7][CH2:8][NH:9][C:10]1[N:18]=[C:17](Cl)[N:16]=[C:15]2[C:11]=1[N:12]=[CH:13][N:14]2[CH:20]1[CH2:24][CH2:23][CH2:22][CH2:21]1)=[O:5].[NH2:32][C@H:33]1[CH2:38][CH2:37][C@H:36]([NH2:39])[CH2:35][CH2:34]1, predict the reaction product. The product is: [ClH:1].[ClH:1].[NH2:32][C@H:33]1[CH2:38][CH2:37][C@H:36]([NH:39][C:17]2[N:16]=[C:15]3[C:11]([N:12]=[CH:13][N:14]3[CH:20]3[CH2:21][CH2:22][CH2:23][CH2:24]3)=[C:10]([NH:9][CH2:8][CH2:7][NH:6][C:4](=[O:5])[C:3]3[CH:25]=[CH:26][C:27]([N+:29]([O-:31])=[O:30])=[CH:28][C:2]=3[Cl:1])[N:18]=2)[CH2:35][CH2:34]1. (4) Given the reactants [Cl:1][C:2]1[N:10]=[C:9](I)[N:8]=[C:7]2[C:3]=1[N:4]=[CH:5][N:6]2[CH:12]([CH3:14])[CH3:13].[S:15]1[CH:19]=[C:18](B(O)O)[C:17]2[CH:23]=[CH:24][CH:25]=[CH:26][C:16]1=2.C1(C)C=CC=CC=1.C(=O)([O-])[O-].[Na+].[Na+], predict the reaction product. The product is: [S:15]1[CH:19]=[C:18]([C:9]2[N:8]=[C:7]3[C:3]([N:4]=[CH:5][N:6]3[CH:12]([CH3:14])[CH3:13])=[C:2]([Cl:1])[N:10]=2)[C:17]2[CH:23]=[CH:24][CH:25]=[CH:26][C:16]1=2. (5) Given the reactants [I:1][C:2]1[CH:3]=[CH:4][C:5]2[N:6]([CH:8]=[C:9]([NH2:11])[N:10]=2)[N:7]=1.[CH3:12][O:13][CH2:14][C:15](Cl)=[O:16], predict the reaction product. The product is: [I:1][C:2]1[CH:3]=[CH:4][C:5]2[N:6]([CH:8]=[C:9]([NH:11][C:15](=[O:16])[CH2:14][O:13][CH3:12])[N:10]=2)[N:7]=1. (6) Given the reactants [F:1][C:2]1[CH:3]=[C:4]([CH:16]=[CH:17][CH:18]=1)[O:5][C@@H:6]([C:10]1[CH:15]=[CH:14][CH:13]=[CH:12][CH:11]=1)[CH2:7][CH2:8]Cl.[NH4+:19].[OH-].CCO.C(O)(=O)/C=C\C(O)=O, predict the reaction product. The product is: [F:1][C:2]1[CH:3]=[C:4]([CH:16]=[CH:17][CH:18]=1)[O:5][C@@H:6]([C:10]1[CH:15]=[CH:14][CH:13]=[CH:12][CH:11]=1)[CH2:7][CH2:8][NH2:19].